From a dataset of Catalyst prediction with 721,799 reactions and 888 catalyst types from USPTO. Predict which catalyst facilitates the given reaction. (1) Product: [Br:12][C:8]1[C:7]([O:13][CH3:14])=[C:6]([CH2:5][OH:4])[CH:11]=[CH:10][CH:9]=1. The catalyst class is: 28. Reactant: [Li+].[BH4-].C[O:4][C:5](=O)[C:6]1[CH:11]=[CH:10][CH:9]=[C:8]([Br:12])[C:7]=1[O:13][CH3:14].CO. (2) Reactant: [F:1][C:2]1[CH:7]=[C:6]([F:8])[C:5]([C:9]2[C:10]([CH3:21])=[N:11][C:12]3[C:17]([CH:18]=2)=[CH:16][N:15]=[C:14]([NH:19][CH3:20])[CH:13]=3)=[CH:4][C:3]=1[NH:22][C:23](=[O:28])OC(C)=C.[CH3:29][C:30]([CH3:35])([CH3:34])[CH2:31][CH2:32][NH2:33].CN1CCCC1. Product: [F:1][C:2]1[CH:7]=[C:6]([F:8])[C:5]([C:9]2[C:10]([CH3:21])=[N:11][C:12]3[C:17]([CH:18]=2)=[CH:16][N:15]=[C:14]([NH:19][CH3:20])[CH:13]=3)=[CH:4][C:3]=1[NH:22][C:23]([NH:33][CH2:32][CH2:31][C:30]([CH3:35])([CH3:34])[CH3:29])=[O:28]. The catalyst class is: 12.